Dataset: Forward reaction prediction with 1.9M reactions from USPTO patents (1976-2016). Task: Predict the product of the given reaction. (1) Given the reactants [N:1]1[C:10]2[C:5](=[CH:6][C:7]([CH2:11][N:12]3[C:16]4=[N:17][C:18](/[C:21](=[N:23]/[O:24][CH2:25][C:26]([O:28]C)=O)/[CH3:22])=[CH:19][N:20]=[C:15]4[N:14]=[N:13]3)=[CH:8][CH:9]=2)[CH:4]=[CH:3][CH:2]=1.[NH3:30], predict the reaction product. The product is: [N:1]1[C:10]2[C:5](=[CH:6][C:7]([CH2:11][N:12]3[C:16]4=[N:17][C:18](/[C:21](=[N:23]/[O:24][CH2:25][C:26]([NH2:30])=[O:28])/[CH3:22])=[CH:19][N:20]=[C:15]4[N:14]=[N:13]3)=[CH:8][CH:9]=2)[CH:4]=[CH:3][CH:2]=1. (2) Given the reactants O[C@@H:2]1[CH2:6][CH2:5][N:4]([C:7](/[N:9]=[C:10]2\[S:11][C:12]([CH3:29])=[CH:13][N:14]\2[C:15]2[CH:28]=[CH:27][C:18]3[O:19][C:20]([F:26])([F:25])[C:21]([F:24])([F:23])OC=3[CH:16]=2)=[O:8])[CH2:3]1.COCCN(S(F)(F)[F:40])CCOC.[C:43](=[O:46])(O)[O-].[Na+], predict the reaction product. The product is: [F:40][C@H:2]1[CH2:6][CH2:5][N:4]([C:7](/[N:9]=[C:10]2\[S:11][C:12]([CH3:29])=[CH:13][N:14]\2[C:15]2[CH:28]=[CH:27][C:18]3[O:19][C:20]([F:26])([F:25])[C:21]([F:24])([F:23])[O:46][C:43]=3[CH:16]=2)=[O:8])[CH2:3]1. (3) The product is: [OH:36][C@H:35]1[CH2:37][O:38][CH2:39][C@H:34]1[O:33][C@H:32]1[CH2:40][CH2:41][C@H:29]([N:3]2[C:2](=[O:1])[C:7]([CH2:8][C:9]3[CH:10]=[CH:11][C:12]([C:15]4[CH:20]=[CH:19][CH:18]=[CH:17][C:16]=4[C:21]4[NH:22][C:68](=[O:71])[O:69][N:67]=4)=[CH:13][CH:14]=3)=[C:6]([CH2:23][CH2:24][CH3:25])[N:5]3[N:26]=[CH:27][N:28]=[C:4]23)[CH2:30][CH2:31]1. Given the reactants [O:1]=[C:2]1[C:7]([CH2:8][C:9]2[CH:14]=[CH:13][C:12]([C:15]3[C:16]([C:21]#[N:22])=[CH:17][CH:18]=[CH:19][CH:20]=3)=[CH:11][CH:10]=2)=[C:6]([CH2:23][CH2:24][CH3:25])[N:5]2[N:26]=[CH:27][N:28]=[C:4]2[N:3]1[CH:29]1[CH2:41][CH2:40][C:32]2([O:36][C@H:35]3[CH2:37][O:38][CH2:39][C@H:34]3[O:33]2)[CH2:31][CH2:30]1.FC(F)(F)S(O[Si](C(C)(C)C)(C)C)(=O)=O.N1C(C)=CC=CC=1C.[Cl-].O[NH3+:67].[C:68](=[O:71])([O-])[OH:69].[Na+], predict the reaction product. (4) The product is: [CH3:3][O:5][C:6](=[O:14])[CH:7]([F:13])[C:8]([OH:10])=[O:9]. Given the reactants [OH-].[K+].[CH2:3]([O:5][C:6](=[O:14])[CH:7]([F:13])[C:8]([O:10]CC)=[O:9])C, predict the reaction product. (5) Given the reactants C([O:3][C:4](=O)[CH:5]([C:14]1[CH:19]=[CH:18][CH:17]=[CH:16][CH:15]=1)[C:6](=O)[C:7]1[CH:12]=[CH:11][CH:10]=[CH:9][CH:8]=1)C.C(O)(=O)C1(CCC(C(O)=O)C1(C)C)C.[NH2:35][NH2:36], predict the reaction product. The product is: [C:14]1([C:5]2[C:4](=[O:3])[NH:35][NH:36][C:6]=2[C:7]2[CH:12]=[CH:11][CH:10]=[CH:9][CH:8]=2)[CH:19]=[CH:18][CH:17]=[CH:16][CH:15]=1. (6) Given the reactants [F:1][C:2]([F:29])([C:22]1[CH:27]=[CH:26][C:25]([F:28])=[CH:24][CH:23]=1)[C:3]1[N:4]=[C:5]([NH:15][C:16]2[CH:20]=[C:19]([CH3:21])[NH:18][N:17]=2)[C:6]2[S:11][C:10](S(C)=O)=[N:9][C:7]=2[N:8]=1.[CH3:30][NH2:31].C1COCC1, predict the reaction product. The product is: [F:29][C:2]([F:1])([C:22]1[CH:23]=[CH:24][C:25]([F:28])=[CH:26][CH:27]=1)[C:3]1[N:4]=[C:5]([NH:15][C:16]2[CH:20]=[C:19]([CH3:21])[NH:18][N:17]=2)[C:6]2[S:11][C:10]([NH:31][CH3:30])=[N:9][C:7]=2[N:8]=1.